This data is from Forward reaction prediction with 1.9M reactions from USPTO patents (1976-2016). The task is: Predict the product of the given reaction. Given the reactants C1(S(CC2C(C(OCC)=O)=C(O)C([C:23]3[CH:27]=[CH:26][O:25][CH:24]=3)=CC=2)(=O)=O)C=CC=CC=1.Br[C:29]1[C:30]([O:50][CH3:51])=[C:31]([C:36]([CH2:39][S:40]([C:43]2[CH:48]=[CH:47][C:46]([F:49])=[CH:45][CH:44]=2)(=[O:42])=[O:41])=[CH:37][CH:38]=1)[C:32]([O:34][CH3:35])=[O:33].O1C=CC(B(O)O)=C1, predict the reaction product. The product is: [F:49][C:46]1[CH:47]=[CH:48][C:43]([S:40]([CH2:39][C:36]2[C:31]([C:32]([O:34][CH3:35])=[O:33])=[C:30]([O:50][CH3:51])[C:29]([C:23]3[CH:27]=[CH:26][O:25][CH:24]=3)=[CH:38][CH:37]=2)(=[O:42])=[O:41])=[CH:44][CH:45]=1.